This data is from Full USPTO retrosynthesis dataset with 1.9M reactions from patents (1976-2016). The task is: Predict the reactants needed to synthesize the given product. (1) Given the product [CH3:1][C:2]1[CH:3]=[CH:4][C:5]([S:8]([O:11][CH2:12][C@H:13]2[CH2:22][CH2:21][C:20]3[C:15](=[C:16]([C:24]4[CH:29]=[CH:28][CH:27]=[CH:26][C:25]=4[Cl:30])[C:17]([Cl:23])=[CH:18][CH:19]=3)[O:14]2)(=[O:10])=[O:9])=[CH:6][CH:7]=1, predict the reactants needed to synthesize it. The reactants are: [CH3:1][C:2]1[CH:7]=[CH:6][C:5]([S:8]([O:11][CH2:12][C@H:13]2[CH:22]=[CH:21][C:20]3[C:15](=[C:16]([C:24]4[CH:29]=[CH:28][CH:27]=[CH:26][C:25]=4[Cl:30])[C:17]([Cl:23])=[CH:18][CH:19]=3)[O:14]2)(=[O:10])=[O:9])=[CH:4][CH:3]=1. (2) The reactants are: [CH:1]1([N:7]2[C:11]([CH2:12][CH2:13][CH2:14][CH2:15][O:16][C:17]3[CH:18]=[C:19]4[C:24](=[CH:25][CH:26]=3)[NH:23][C:22](=[O:27])[CH2:21][CH2:20]4)=[N:10][N:9]=[N:8]2)[CH2:6][CH2:5][CH2:4][CH2:3][CH2:2]1.N1C=CC=CC=1.[Cl:34][CH2:35][CH2:36][CH2:37][C:38](Cl)=[O:39]. Given the product [Cl:34][CH2:35][CH2:36][CH2:37][C:38]([N:23]1[C:24]2[C:19](=[CH:18][C:17]([O:16][CH2:15][CH2:14][CH2:13][CH2:12][C:11]3[N:7]([CH:1]4[CH2:6][CH2:5][CH2:4][CH2:3][CH2:2]4)[N:8]=[N:9][N:10]=3)=[CH:26][CH:25]=2)[CH2:20][CH2:21][C:22]1=[O:27])=[O:39], predict the reactants needed to synthesize it. (3) The reactants are: [C:1]1([Li])[CH:6]=[CH:5][CH:4]=[CH:3][CH:2]=1.[CH2:8]([O:10][C:11](=[O:25])[C:12]([C:23]#[N:24])=[C:13]1[CH2:22][CH2:21][C:16]2([O:20][CH2:19][CH2:18][O:17]2)[CH2:15][CH2:14]1)[CH3:9].C1C(C=O)=CC=C(Br)C=1. Given the product [CH2:8]([O:10][C:11](=[O:25])[CH:12]([C:23]#[N:24])[C:13]1([C:1]2[CH:6]=[CH:5][CH:4]=[CH:3][CH:2]=2)[CH2:14][CH2:15][C:16]2([O:17][CH2:18][CH2:19][O:20]2)[CH2:21][CH2:22]1)[CH3:9], predict the reactants needed to synthesize it. (4) Given the product [NH:11]1[CH:12]=[C:13]([CH2:5][NH:6][C:23]([C:22]2[S:21][C:20]([N:26]3[CH2:30][CH2:29][N:28]([CH2:31][CH2:32][CH2:33][C:34]([F:37])([F:36])[F:35])[C:27]3=[O:38])=[N:19][C:18]=2[CH3:17])=[O:25])[CH:14]=[N:10]1, predict the reactants needed to synthesize it. The reactants are: FC1C=C(CN)[CH:5]=[N:6]C=1.[NH:10]1[CH:14]=[CH:13][C:12](CN)=[N:11]1.[CH3:17][C:18]1[N:19]=[C:20]([N:26]2[CH2:30][CH2:29][N:28]([CH2:31][CH2:32][CH2:33][C:34]([F:37])([F:36])[F:35])[C:27]2=[O:38])[S:21][C:22]=1[C:23]([OH:25])=O. (5) Given the product [C:15]([NH:14][S:11]([C:4]1[C:5]([CH:8]([F:10])[F:9])=[N:6][CH:7]=[C:2]([B:22]2[O:23][C:24]([CH3:26])([CH3:25])[C:20]([CH3:36])([CH3:19])[O:21]2)[CH:3]=1)(=[O:13])=[O:12])([CH3:18])([CH3:17])[CH3:16], predict the reactants needed to synthesize it. The reactants are: Br[C:2]1[CH:3]=[C:4]([S:11]([NH:14][C:15]([CH3:18])([CH3:17])[CH3:16])(=[O:13])=[O:12])[C:5]([CH:8]([F:10])[F:9])=[N:6][CH:7]=1.[CH3:19][C:20]1([CH3:36])[C:24]([CH3:26])([CH3:25])[O:23][B:22]([B:22]2[O:23][C:24]([CH3:26])([CH3:25])[C:20]([CH3:36])([CH3:19])[O:21]2)[O:21]1.CC([O-])=O.[K+]. (6) The reactants are: Br[C:2]1[N:7]=[C:6]([CH2:8][O:9]/[N:10]=[C:11](/[C:19]2[CH:24]=[CH:23][CH:22]=[CH:21][CH:20]=2)\[C:12]2[N:13]([CH3:18])[O:14][C:15](=[O:17])[N:16]=2)[CH:5]=[CH:4][CH:3]=1.[C:25]1([C:31]#[CH:32])[CH:30]=[CH:29][CH:28]=[CH:27][CH:26]=1. Given the product [CH3:18][N:13]1[C:12](/[C:11](/[C:19]2[CH:24]=[CH:23][CH:22]=[CH:21][CH:20]=2)=[N:10]\[O:9][CH2:8][C:6]2[CH:5]=[CH:4][CH:3]=[C:2]([C:32]#[C:31][C:25]3[CH:30]=[CH:29][CH:28]=[CH:27][CH:26]=3)[N:7]=2)=[N:16][C:15](=[O:17])[O:14]1, predict the reactants needed to synthesize it. (7) Given the product [Cl:3][C:4]1[CH:9]=[CH:8][C:7]([C:10]2[N:11]=[C:12]3[CH:17]=[CH:16][C:15]([C:18]4[O:22][C:21]([CH2:23][OH:24])=[CH:20][CH:19]=4)=[CH:14][N:13]3[CH:25]=2)=[CH:6][CH:5]=1, predict the reactants needed to synthesize it. The reactants are: [BH4-].[Na+].[Cl:3][C:4]1[CH:9]=[CH:8][C:7]([C:10]2[N:11]=[C:12]3[CH:17]=[CH:16][C:15]([C:18]4[O:22][C:21]([CH:23]=[O:24])=[CH:20][CH:19]=4)=[CH:14][N:13]3[CH:25]=2)=[CH:6][CH:5]=1. (8) Given the product [Cl:1][C:2]1[CH:3]=[C:4]([CH:32]=[CH:33][C:34]=1[Cl:35])[CH2:5][NH:6][C:7]([C:9]1[N:10]=[C:11]2[N:19]([CH2:20][CH2:21][N:22]3[CH2:23][CH2:24][N:25]([S:43]([CH3:46])(=[O:45])=[O:44])[CH2:26][CH2:27]3)[C:18]3[CH:28]=[CH:29][CH:30]=[CH:31][C:17]=3[N:12]2[C:13](=[O:16])[C:14]=1[O:15][S:43]([CH3:46])(=[O:45])=[O:44])=[O:8], predict the reactants needed to synthesize it. The reactants are: [Cl:1][C:2]1[CH:3]=[C:4]([CH:32]=[CH:33][C:34]=1[Cl:35])[CH2:5][NH:6][C:7]([C:9]1[N:10]=[C:11]2[N:19]([CH2:20][CH2:21][N:22]3[CH2:27][CH2:26][NH:25][CH2:24][CH2:23]3)[C:18]3[CH:28]=[CH:29][CH:30]=[CH:31][C:17]=3[N:12]2[C:13](=[O:16])[C:14]=1[OH:15])=[O:8].C(N(CC)CC)C.[S:43](Cl)([CH3:46])(=[O:45])=[O:44]. (9) The reactants are: C[O:2][C:3](=[O:34])[C@@H:4]([NH:12][C:13]([C:15]1[C:16]([CH3:33])=[N:17][C:18]([NH:22][CH2:23][CH2:24][CH2:25][C:26]2[CH:31]=[CH:30][CH:29]=[C:28]([OH:32])[CH:27]=2)=[N:19][C:20]=1[CH3:21])=[O:14])[CH2:5][NH:6][C:7]([N:9]([CH3:11])[CH3:10])=[O:8].O.[OH-].[Li+].S([O-])(O)(=O)=O.[K+]. Given the product [CH3:11][N:9]([CH3:10])[C:7](=[O:8])[NH:6][CH2:5][C@H:4]([NH:12][C:13]([C:15]1[C:16]([CH3:33])=[N:17][C:18]([NH:22][CH2:23][CH2:24][CH2:25][C:26]2[CH:31]=[CH:30][CH:29]=[C:28]([OH:32])[CH:27]=2)=[N:19][C:20]=1[CH3:21])=[O:14])[C:3]([OH:34])=[O:2], predict the reactants needed to synthesize it.